Dataset: Reaction yield outcomes from USPTO patents with 853,638 reactions. Task: Predict the reaction yield, written as a fraction of the theoretical maximum amount of product (1.0 means a 100% yield; for example, 0.34 means a 34% yield). The reactants are [C:1]([N:4]1[C:13]2[C:8](=[CH:9][C:10]([C:14]3[CH:15]=[N:16][N:17]([CH2:19][CH2:20][N:21]([CH3:29])[C:22](=[O:28])[O:23][C:24]([CH3:27])([CH3:26])[CH3:25])[CH:18]=3)=[CH:11][CH:12]=2)[C@H:7]([NH2:30])[CH2:6][C@@H:5]1[CH3:31])(=[O:3])[CH3:2].Br[C:33]1[N:38]=[CH:37][CH:36]=[CH:35][N:34]=1.CC(C)([O-])C.[Na+].C1(P(C2CCCCC2)C2C=CC=CC=2C2C(N(C)C)=CC=CC=2)CCCCC1. The catalyst is C1C=CC(/C=C/C(/C=C/C2C=CC=CC=2)=O)=CC=1.C1C=CC(/C=C/C(/C=C/C2C=CC=CC=2)=O)=CC=1.C1C=CC(/C=C/C(/C=C/C2C=CC=CC=2)=O)=CC=1.[Pd].[Pd].O1CCOCC1. The product is [C:1]([N:4]1[C:13]2[C:8](=[CH:9][C:10]([C:14]3[CH:15]=[N:16][N:17]([CH2:19][CH2:20][N:21]([CH3:29])[C:22](=[O:28])[O:23][C:24]([CH3:25])([CH3:26])[CH3:27])[CH:18]=3)=[CH:11][CH:12]=2)[C@H:7]([NH:30][C:33]2[N:38]=[CH:37][CH:36]=[CH:35][N:34]=2)[CH2:6][C@@H:5]1[CH3:31])(=[O:3])[CH3:2]. The yield is 0.208.